From a dataset of Forward reaction prediction with 1.9M reactions from USPTO patents (1976-2016). Predict the product of the given reaction. (1) Given the reactants [Cl:1][C:2]1[CH:3]=[C:4]2[C:8](=[CH:9][CH:10]=1)[N:7]([CH3:11])[C:6]([C:12]([OH:14])=O)=[C:5]2[CH3:15].C[O:17][C:18](=[O:36])[CH2:19][C:20]1[CH:25]=[CH:24][CH:23]=[C:22]([O:26][C:27]2[CH:32]=[C:31]([F:33])[CH:30]=[C:29]([CH2:34][NH2:35])[CH:28]=2)[CH:21]=1, predict the reaction product. The product is: [Cl:1][C:2]1[CH:3]=[C:4]2[C:8](=[CH:9][CH:10]=1)[N:7]([CH3:11])[C:6]([C:12]([NH:35][CH2:34][C:29]1[CH:28]=[C:27]([CH:32]=[C:31]([F:33])[CH:30]=1)[O:26][C:22]1[CH:21]=[C:20]([CH2:19][C:18]([OH:36])=[O:17])[CH:25]=[CH:24][CH:23]=1)=[O:14])=[C:5]2[CH3:15]. (2) Given the reactants Cl.[CH3:2][C:3]1[CH:4]=[C:5]2[C:11]([CH2:12][NH2:13])=[CH:10][NH:9][C:6]2=[N:7][CH:8]=1.[CH3:14][C:15]1[CH:24]=[CH:23][C:22]2[C:17](=[CH:18][CH:19]=[C:20]([CH2:25][N:26]3[CH:30]=[C:29]([C:31](O)=[O:32])[N:28]=[N:27]3)[CH:21]=2)[N:16]=1.CCCP(=O)=O.CCOC(C)=O.CCN(C(C)C)C(C)C, predict the reaction product. The product is: [CH3:2][C:3]1[CH:4]=[C:5]2[C:11]([CH2:12][NH:13][C:31]([C:29]3[N:28]=[N:27][N:26]([CH2:25][C:20]4[CH:21]=[C:22]5[C:17](=[CH:18][CH:19]=4)[N:16]=[C:15]([CH3:14])[CH:24]=[CH:23]5)[CH:30]=3)=[O:32])=[CH:10][NH:9][C:6]2=[N:7][CH:8]=1.